This data is from Peptide-MHC class I binding affinity with 185,985 pairs from IEDB/IMGT. The task is: Regression. Given a peptide amino acid sequence and an MHC pseudo amino acid sequence, predict their binding affinity value. This is MHC class I binding data. (1) The peptide sequence is RPRWLDART. The MHC is HLA-A24:02 with pseudo-sequence HLA-A24:02. The binding affinity (normalized) is 0. (2) The peptide sequence is SLSRFSWGA. The MHC is HLA-A02:01 with pseudo-sequence HLA-A02:01. The binding affinity (normalized) is 0.370.